Dataset: Catalyst prediction with 721,799 reactions and 888 catalyst types from USPTO. Task: Predict which catalyst facilitates the given reaction. (1) Product: [CH2:1]([N:5]1[C:6](=[O:7])[CH:8]=[CH:9][C:10]1=[O:12])[CH2:2][CH2:3][CH3:4]. The catalyst class is: 152. Reactant: [CH2:1]([NH:5][C:6]([CH:8]=[CH:9][C:10]([OH:12])=O)=[O:7])[CH2:2][CH2:3][CH3:4].C([O-])(=O)C.[Na+]. (2) Reactant: BrP(C1C=CC=CC=1)(C1C=CC=CC=1)(C1C=CC=CC=1)[CH2:3][C:4]1[CH:9]=[CH:8][CH:7]=[CH:6][C:5]=1[C:10]([F:13])([F:12])[F:11].C[Si]([N-][Si](C)(C)C)(C)C.[Na+].O=[C:43]1[CH2:46][N:45]([C:47]([O:49][C:50]([CH3:53])([CH3:52])[CH3:51])=[O:48])[CH2:44]1. Product: [F:13][C:10]([F:11])([F:12])[C:5]1[CH:6]=[CH:7][CH:8]=[CH:9][C:4]=1[CH:3]=[C:43]1[CH2:44][N:45]([C:47]([O:49][C:50]([CH3:53])([CH3:52])[CH3:51])=[O:48])[CH2:46]1. The catalyst class is: 1. (3) Reactant: [Cl:1][C:2]1[CH:3]=[C:4]2[C:8](=[CH:9][CH:10]=1)[NH:7][CH:6]=[C:5]2[CH2:11][CH2:12][NH:13][C:14](=[O:23])[C:15]1[CH:20]=[CH:19][C:18]([CH2:21]Cl)=[CH:17][CH:16]=1.[F:24][C:25]([F:36])([F:35])[C:26]1[CH:31]=[CH:30][C:29](B(O)O)=[CH:28][CH:27]=1.C(=O)([O-])[O-].[Na+].[Na+].[I-].[Na+]. Product: [Cl:1][C:2]1[CH:3]=[C:4]2[C:8](=[CH:9][CH:10]=1)[NH:7][CH:6]=[C:5]2[CH2:11][CH2:12][NH:13][C:14](=[O:23])[C:15]1[CH:20]=[CH:19][C:18]([CH2:21][C:29]2[CH:30]=[CH:31][C:26]([C:25]([F:36])([F:35])[F:24])=[CH:27][CH:28]=2)=[CH:17][CH:16]=1. The catalyst class is: 437. (4) Reactant: [CH:1]1([NH:4][C:5]2[CH:6]=[C:7]([NH:11][C:12](=[O:18])[O:13][C:14]([CH3:17])([CH3:16])[CH3:15])[CH:8]=[CH:9][CH:10]=2)[CH2:3][CH2:2]1.C(N(C(C)C)C(C)C)C.Cl[C:29]1[N:34]=[C:33]([S:35][C:36]#[N:37])[C:32]([N+:38]([O-:40])=[O:39])=[CH:31][N:30]=1.O. Product: [CH:1]1([N:4]([C:29]2[N:34]=[C:33]([S:35][C:36]#[N:37])[C:32]([N+:38]([O-:40])=[O:39])=[CH:31][N:30]=2)[C:5]2[CH:6]=[C:7]([NH:11][C:12](=[O:18])[O:13][C:14]([CH3:15])([CH3:17])[CH3:16])[CH:8]=[CH:9][CH:10]=2)[CH2:2][CH2:3]1. The catalyst class is: 7. (5) Product: [C@@:22]12([OH:21])[N:29]([CH3:30])[C@@H:26]([CH2:27][CH2:28]1)[CH2:25][CH:24]=[CH:23]2.[F:11][C:18]([C:32]1[CH:37]=[CH:36][C:35]([F:38])=[C:34]([F:39])[CH:33]=1)([C:17]1[CH:40]=[CH:41][C:42]([F:43])=[C:15]([F:14])[CH:16]=1)[C:19]([O-:21])=[O:20]. The catalyst class is: 4. Reactant: COCCS(F)(F)([F:11])(CCOC)N.[F:14][C:15]1[CH:16]=[C:17]([CH:40]=[CH:41][C:42]=1[F:43])[C:18]([C:32]1[CH:37]=[CH:36][C:35]([F:38])=[C:34]([F:39])[CH:33]=1)(O)[C:19]([O:21][C@@:22]12[N:29]([CH3:30])[C@@H:26]([CH2:27][CH2:28]1)[CH2:25][CH:24]=[CH:23]2)=[O:20].O.C([O-])(O)=O.[Na+]. (6) Reactant: C(N(CC)CC)C.[CH2:8]1[CH2:12][O:11]CC1.[OH:13][C:14]1[CH:19]=[CH:18][C:17]([CH:20]=[CH:21][C:22](=[O:46])[CH:23]([CH2:40][CH2:41][C:42]([O:44][CH3:45])=[O:43])[C:24](=[O:39])[CH:25]=[CH:26][C:27]2[CH:32]=[CH:31][C:30]([OH:33])=[C:29]([O:34][C:35]([F:38])([F:37])[F:36])[CH:28]=2)=[CH:16][C:15]=1[O:47][C:48]([F:51])([F:50])[F:49].[C:52](OC(=O)C)(=[O:54])[CH3:53]. Product: [C:52]([O:33][C:30]1[CH:31]=[CH:32][C:27]([CH:26]=[CH:25][C:24](=[O:39])[CH:23]([CH2:40][CH2:41][C:42]([O:44][CH3:45])=[O:43])[C:22](=[O:46])[CH:21]=[CH:20][C:17]2[CH:18]=[CH:19][C:14]([O:13][C:12](=[O:11])[CH3:8])=[C:15]([O:47][C:48]([F:49])([F:50])[F:51])[CH:16]=2)=[CH:28][C:29]=1[O:34][C:35]([F:37])([F:38])[F:36])(=[O:54])[CH3:53]. The catalyst class is: 6. (7) Reactant: [NH:1]1[C:5]2[CH:6]=[CH:7][CH:8]=[CH:9][C:4]=2[N:3]=[C:2]1[C:10]([N:12]1[CH2:17][C@@H:16]2[CH2:18][C@H:13]1[CH2:14][N:15]2[C:19](=[O:26])[C@@H:20]([NH2:25])[C:21]([CH3:24])([CH3:23])[CH3:22])=[O:11].[CH3:27][C:28]1[CH:36]=[C:35]2[C:31]([CH:32]=[C:33]([C:37](O)=[O:38])[NH:34]2)=[CH:30][CH:29]=1.C(Cl)CCl.C1C=CC2N(O)N=NC=2C=1.CN1CCOCC1. Product: [NH:1]1[C:5]2[CH:6]=[CH:7][CH:8]=[CH:9][C:4]=2[N:3]=[C:2]1[C:10]([N:12]1[CH2:17][C@@H:16]2[CH2:18][C@H:13]1[CH2:14][N:15]2[C:19]([C@@H:20]([NH:25][C:37]([C:33]1[NH:34][C:35]2[C:31]([CH:32]=1)=[CH:30][CH:29]=[C:28]([CH3:27])[CH:36]=2)=[O:38])[C:21]([CH3:22])([CH3:23])[CH3:24])=[O:26])=[O:11]. The catalyst class is: 34. (8) Reactant: [Cl:1][C:2]1[CH:11]=[C:10]([C:12]#[C:13][CH:14]2[CH2:16][CH2:15]2)[CH:9]=[CH:8][C:3]=1[C:4]([O:6]C)=[O:5].[OH-].[Na+].C1COCC1. Product: [Cl:1][C:2]1[CH:11]=[C:10]([C:12]#[C:13][CH:14]2[CH2:16][CH2:15]2)[CH:9]=[CH:8][C:3]=1[C:4]([OH:6])=[O:5]. The catalyst class is: 5. (9) Reactant: C([Si]([O:18][CH:19]1[CH2:24][CH2:23][CH:22]([C:25]2[O:26][C:27]3[CH:33]=[C:32]([O:34][CH2:35][CH:36]4[CH2:38][CH2:37]4)[CH:31]=[CH:30][C:28]=3[CH:29]=2)[CH2:21][CH2:20]1)(C1C=CC=CC=1)C1C=CC=CC=1)(C)(C)C.[F-].C([N+](CCCC)(CCCC)CCCC)CCC. Product: [CH:36]1([CH2:35][O:34][C:32]2[CH:31]=[CH:30][C:28]3[CH:29]=[C:25]([C@H:22]4[CH2:23][CH2:24][C@H:19]([OH:18])[CH2:20][CH2:21]4)[O:26][C:27]=3[CH:33]=2)[CH2:37][CH2:38]1. The catalyst class is: 1. (10) Reactant: [Cl:1][C:2]1[CH:7]=[CH:6][C:5]([C:8]2[N:9]=[C:10]([CH3:14])[NH:11][C:12]=2[CH3:13])=[CH:4][CH:3]=1.[CH:15](=[O:18])[CH:16]=[CH2:17]. Product: [Cl:1][C:2]1[CH:3]=[CH:4][C:5]([C:8]2[N:9]=[C:10]([CH3:14])[N:11]([CH2:17][CH2:16][CH:15]=[O:18])[C:12]=2[CH3:13])=[CH:6][CH:7]=1. The catalyst class is: 10.